From a dataset of Full USPTO retrosynthesis dataset with 1.9M reactions from patents (1976-2016). Predict the reactants needed to synthesize the given product. Given the product [Cl:22][C:17]1[CH:18]=[CH:19][CH:20]=[CH:21][C:16]=1[CH2:15][C:13]1[CH:14]=[C:9]([O:7][CH2:3][C:4]#[C:5][CH3:6])[N:10]=[CH:11][N:12]=1, predict the reactants needed to synthesize it. The reactants are: [H-].[Na+].[CH2:3]([OH:7])[C:4]#[C:5][CH3:6].Cl[C:9]1[CH:14]=[C:13]([CH2:15][C:16]2[CH:21]=[CH:20][CH:19]=[CH:18][C:17]=2[Cl:22])[N:12]=[CH:11][N:10]=1.[Cl-].[NH4+].